This data is from Catalyst prediction with 721,799 reactions and 888 catalyst types from USPTO. The task is: Predict which catalyst facilitates the given reaction. (1) Reactant: [CH:1]1(/[CH:5]=[CH:6]\[CH2:7][C@@H:8]([C:17]2[O:18][CH:19]=[C:20]([C:22]([N:24]([CH3:26])[CH3:25])=[O:23])[N:21]=2)[CH2:9][C:10]([O:12][C:13]([CH3:16])([CH3:15])[CH3:14])=[O:11])[CH2:4][CH2:3][CH2:2]1.C([O-])=O.[NH4+]. Product: [CH:1]1([CH2:5][CH2:6][CH2:7][C@@H:8]([C:17]2[O:18][CH:19]=[C:20]([C:22]([N:24]([CH3:26])[CH3:25])=[O:23])[N:21]=2)[CH2:9][C:10]([O:12][C:13]([CH3:15])([CH3:16])[CH3:14])=[O:11])[CH2:4][CH2:3][CH2:2]1. The catalyst class is: 421. (2) Reactant: [Cl:1][C:2]1[C:3]([NH:10][CH2:11][C:12]2[CH:13]=[CH:14][C:15]([O:19][CH3:20])=[C:16]([OH:18])[CH:17]=2)=[N:4][C:5]([CH3:9])=[N:6][C:7]=1[CH3:8].Cl[C:22]1[CH:23]=[CH:24][C:25]2[N:26]([C:28]([N+:31]([O-:33])=[O:32])=[CH:29][N:30]=2)[N:27]=1.C(=O)([O-])[O-].[K+].[K+]. Product: [Cl:1][C:2]1[C:3]([NH:10][CH2:11][C:12]2[CH:13]=[CH:14][C:15]([O:19][CH3:20])=[C:16]([O:18][C:22]3[CH:23]=[CH:24][C:25]4[N:26]([C:28]([N+:31]([O-:33])=[O:32])=[CH:29][N:30]=4)[N:27]=3)[CH:17]=2)=[N:4][C:5]([CH3:9])=[N:6][C:7]=1[CH3:8]. The catalyst class is: 9. (3) Reactant: [C:1]([O:5][C:6]([NH:8][C@@H:9]([CH3:22])[CH2:10][O:11][C:12]1[CH:13]=[CH:14][C:15]([C:18](OC)=[O:19])=[N:16][CH:17]=1)=[O:7])([CH3:4])([CH3:3])[CH3:2].C1(C)C=CC=CC=1.[H-].C([Al+]CC(C)C)C(C)C.O.O.O.O.O.O.O.O.O.O.S([O-])([O-])(=O)=O.[Na+].[Na+]. Product: [CH:18]([C:15]1[N:16]=[CH:17][C:12]([O:11][CH2:10][C@@H:9]([NH:8][C:6](=[O:7])[O:5][C:1]([CH3:4])([CH3:3])[CH3:2])[CH3:22])=[CH:13][CH:14]=1)=[O:19]. The catalyst class is: 1. (4) Reactant: [Br:1][C:2]1[CH:11]=[C:10]([Cl:12])[C:9]([OH:13])=[C:8]2[C:3]=1[CH:4]=[CH:5][CH:6]=[N:7]2.[CH2:14](Br)[C:15]1[CH:20]=[CH:19][CH:18]=[CH:17][CH:16]=1. Product: [CH2:14]([O:13][C:9]1[C:10]([Cl:12])=[CH:11][C:2]([Br:1])=[C:3]2[C:8]=1[N:7]=[CH:6][CH:5]=[CH:4]2)[C:15]1[CH:20]=[CH:19][CH:18]=[CH:17][CH:16]=1. The catalyst class is: 10.